This data is from Full USPTO retrosynthesis dataset with 1.9M reactions from patents (1976-2016). The task is: Predict the reactants needed to synthesize the given product. (1) Given the product [CH:22]1([C:16]2[CH:17]=[C:18]3[C:13](=[CH:14][CH:15]=2)[N:12]=[C:11]([N:9]2[CH:10]=[C:6]([C:4]([OH:5])=[O:3])[CH:7]=[N:8]2)[NH:20][C:19]3=[O:21])[CH2:23][CH2:24]1, predict the reactants needed to synthesize it. The reactants are: C([O:3][C:4]([C:6]1[CH:7]=[N:8][N:9]([C:11]2[NH:20][C:19](=[O:21])[C:18]3[C:13](=[CH:14][CH:15]=[C:16]([CH:22]4[CH2:24][CH2:23]4)[CH:17]=3)[N:12]=2)[CH:10]=1)=[O:5])C.[OH-].[K+]. (2) Given the product [CH3:1][O:2][C:3]1[CH:4]=[C:5]2[C:10](=[CH:11][C:12]=1[O:13][CH3:14])[N:9]=[CH:8][CH:7]=[C:6]2[O:15][C:16]1[C:22]([CH3:23])=[CH:21][C:19]([NH:20][C:29](=[O:35])[O:30][CH:31]2[CH2:41][CH2:42][O:37][CH2:38][CH2:39]2)=[C:18]([CH3:24])[CH:17]=1, predict the reactants needed to synthesize it. The reactants are: [CH3:1][O:2][C:3]1[CH:4]=[C:5]2[C:10](=[CH:11][C:12]=1[O:13][CH3:14])[N:9]=[CH:8][CH:7]=[C:6]2[O:15][C:16]1[C:22]([CH3:23])=[CH:21][C:19]([NH2:20])=[C:18]([CH3:24])[CH:17]=1.ClC(Cl)(O[C:29](=[O:35])[O:30][C:31](Cl)(Cl)Cl)Cl.[O:37]1[CH2:42][CH2:41]C(O)[CH2:39][CH2:38]1.C(=O)(O)[O-].[Na+]. (3) The reactants are: [N:1]([C:4]1[CH:13]=[CH:12][CH:11]=[CH:10][C:5]=1[C:6]([O:8][CH3:9])=[O:7])=[C:2]=[O:3].Br.Br.[C:16]([N:20]1[CH2:25][CH2:24][NH:23][CH2:22][CH2:21]1)([CH3:19])([CH3:18])[CH3:17].C(N(CC)C(C)C)(C)C. Given the product [C:16]([N:20]1[CH2:25][CH2:24][N:23]([C:2]([NH:1][C:4]2[CH:13]=[CH:12][CH:11]=[CH:10][C:5]=2[C:6]([O:8][CH3:9])=[O:7])=[O:3])[CH2:22][CH2:21]1)([CH3:19])([CH3:18])[CH3:17], predict the reactants needed to synthesize it.